From a dataset of Catalyst prediction with 721,799 reactions and 888 catalyst types from USPTO. Predict which catalyst facilitates the given reaction. (1) Reactant: C(OC(=O)[NH:7][C@H:8]1[CH2:13][CH2:12][CH2:11][O:10][CH2:9]1)(C)(C)C.[F:15][C:16]([F:21])([F:20])[C:17]([OH:19])=[O:18]. Product: [F:15][C:16]([F:21])([F:20])[C:17]([OH:19])=[O:18].[O:10]1[CH2:11][CH2:12][CH2:13][C@H:8]([NH2:7])[CH2:9]1. The catalyst class is: 4. (2) Reactant: [C:1]([O:6][CH3:7])(=[O:5])[C:2]([CH3:4])=[CH2:3].[CH2:8]([CH:10](CCCC)[C:11]([O:13]OC(C)(CCC(O[O:13][C:11](=[O:12])[CH:10](CC)[CH2:8]CCC)(C)C)C)=[O:12])C. Product: [C:1]([O:6][CH3:7])(=[O:5])[C:2]([CH3:4])=[CH2:3].[C:1]([O:6][CH3:7])(=[O:5])[CH:2]=[CH2:3].[C:11]([OH:13])(=[O:12])[CH:10]=[CH2:8]. The catalyst class is: 13.